From a dataset of Ames mutagenicity test results for genotoxicity prediction. Regression/Classification. Given a drug SMILES string, predict its toxicity properties. Task type varies by dataset: regression for continuous values (e.g., LD50, hERG inhibition percentage) or binary classification for toxic/non-toxic outcomes (e.g., AMES mutagenicity, cardiotoxicity, hepatotoxicity). Dataset: ames. The drug is CCCCC(CC)COP(=O)(Oc1ccccc1)Oc1ccccc1. The result is 0 (non-mutagenic).